Dataset: Catalyst prediction with 721,799 reactions and 888 catalyst types from USPTO. Task: Predict which catalyst facilitates the given reaction. (1) Reactant: C1(P(C2C=CC=CC=2)C2C=CC=CC=2)C=CC=CC=1.N(C(OC(C)C)=O)=NC(OC(C)C)=O.[C:34]([CH2:36][NH:37][C:38]([CH:40]1[CH:45]([CH2:46]O)[CH:44]2[CH2:48][CH:41]1[CH:42]=[CH:43]2)=[O:39])#[N:35].[F:49][C:50]1[CH:55]=[CH:54][C:53]([SH:56])=[CH:52][CH:51]=1. Product: [C:34]([CH2:36][NH:37][C:38]([CH:40]1[CH:45]([CH2:46][S:56][C:53]2[CH:54]=[CH:55][C:50]([F:49])=[CH:51][CH:52]=2)[CH:44]2[CH2:48][CH:41]1[CH:42]=[CH:43]2)=[O:39])#[N:35]. The catalyst class is: 9. (2) Reactant: C1CN([P+](ON2N=NC3C=CC=CC2=3)(N2CCCC2)N2CCCC2)CC1.F[P-](F)(F)(F)(F)F.[CH:34]1([CH2:38][O:39][C:40]2[N:45]=[C:44]([C:46]([OH:48])=O)[CH:43]=[N:42][C:41]=2[N:49]2[CH2:53][CH2:52][CH2:51][CH2:50]2)[CH2:37][CH2:36][CH2:35]1.[CH3:54][CH:55]([CH3:59])[CH2:56][CH2:57][NH2:58].C(N(C(C)C)C(C)C)C. Product: [CH3:54][CH:55]([CH3:59])[CH2:56][CH2:57][NH:58][C:46]([C:44]1[CH:43]=[N:42][C:41]([N:49]2[CH2:53][CH2:52][CH2:51][CH2:50]2)=[C:40]([O:39][CH2:38][CH:34]2[CH2:35][CH2:36][CH2:37]2)[N:45]=1)=[O:48]. The catalyst class is: 9. (3) Reactant: Br[C:2]1[S:6][C:5]([C@@H:7]([OH:21])[C@@H:8]2[N:12]([CH3:13])[C:11](=[O:14])[CH2:10][C@@H:9]2[C:15]2[CH:20]=[CH:19][CH:18]=[CH:17][CH:16]=2)=[CH:4][CH:3]=1.[NH2:22][C:23]1[CH:24]=[C:25](B(O)O)[CH:26]=[CH:27][CH:28]=1.[F:32][C:33]1[CH:38]=[CH:37][C:36]([N:39]=[C:40]=[O:41])=[CH:35][CH:34]=1.O. Product: [NH2:22][C:23]1[CH:28]=[C:27]([C:2]2[S:6][C:5]([C@@H:7]([OH:21])[C@@H:8]3[N:12]([CH3:13])[C:11](=[O:14])[CH2:10][C@@H:9]3[C:15]3[CH:20]=[CH:19][CH:18]=[CH:17][CH:16]=3)=[CH:4][CH:3]=2)[CH:26]=[CH:25][CH:24]=1.[F:32][C:33]1[CH:38]=[CH:37][C:36]([NH:39][C:40]([NH:22][C:23]2[CH:28]=[C:27]([C:2]3[S:6][C:5]([C@@H:7]([OH:21])[C@@H:8]4[N:12]([CH3:13])[C:11](=[O:14])[CH2:10][C@@H:9]4[C:15]4[CH:20]=[CH:19][CH:18]=[CH:17][CH:16]=4)=[CH:4][CH:3]=3)[CH:26]=[CH:25][CH:24]=2)=[O:41])=[CH:35][CH:34]=1. The catalyst class is: 1. (4) Reactant: [Cl:1][C:2]1[C:10]2[N:9]=[C:8]([NH:11][C:12]3[C:13]([CH3:19])=[N:14][N:15]([CH3:18])[C:16]=3[CH3:17])[N:7]([CH2:20][CH2:21][CH2:22][C:23](OCC)=[O:24])[C:6]=2[C:5]([CH:28]([CH2:31][CH3:32])[CH2:29][CH3:30])=[CH:4][CH:3]=1.[BH4-].[Li+].O. Product: [Cl:1][C:2]1[C:10]2[N:9]=[C:8]([NH:11][C:12]3[C:13]([CH3:19])=[N:14][N:15]([CH3:18])[C:16]=3[CH3:17])[N:7]([CH2:20][CH2:21][CH2:22][CH2:23][OH:24])[C:6]=2[C:5]([CH:28]([CH2:31][CH3:32])[CH2:29][CH3:30])=[CH:4][CH:3]=1. The catalyst class is: 7. (5) Reactant: CC(C1C=C(C(C)C)C(C2C=CC=CC=2P(C2CCCCC2)C2CCCCC2)=C(C(C)C)C=1)C.O.[O-]P([O-])([O-])=O.[K+].[K+].[K+].Br[C:45]1[C:46]([F:61])=[CH:47][CH:48]=[C:49]2[C:54]=1[N:53]=[C:52]([NH:55][C:56]1([CH3:59])[CH2:58][CH2:57]1)[C:51]([CH3:60])=[N:50]2.[CH3:62][C:63]1[NH:64][C:65](B2OC(C)(C)C(C)(C)O2)=[CH:66][C:67]=1[C:68]([O:70][CH2:71][CH3:72])=[O:69]. Product: [F:61][C:46]1[C:45]([C:65]2[NH:64][C:63]([CH3:62])=[C:67]([C:68]([O:70][CH2:71][CH3:72])=[O:69])[CH:66]=2)=[C:54]2[C:49](=[CH:48][CH:47]=1)[N:50]=[C:51]([CH3:60])[C:52]([NH:55][C:56]1([CH3:59])[CH2:58][CH2:57]1)=[N:53]2. The catalyst class is: 333.